From a dataset of Forward reaction prediction with 1.9M reactions from USPTO patents (1976-2016). Predict the product of the given reaction. Given the reactants [Cl:1][C:2]1[CH:7]=[CH:6][C:5]([C:8]2[C:17]3[C:12](=[CH:13][CH:14]=[C:15]([C:18](O)=[O:19])[CH:16]=3)[CH:11]=[N:10][CH:9]=2)=[CH:4][CH:3]=1.C(N(CC)C(C)C)(C)C.F[P-](F)(F)(F)(F)F.N1(OC(N(C)C)=[N+](C)C)C2N=CC=CC=2N=N1.[CH3:54][S:55]([C:58]1[CH:63]=[CH:62][C:61]([CH2:64][NH2:65])=[CH:60][CH:59]=1)(=[O:57])=[O:56], predict the reaction product. The product is: [Cl:1][C:2]1[CH:3]=[CH:4][C:5]([C:8]2[C:17]3[C:12](=[CH:13][CH:14]=[C:15]([C:18]([NH:65][CH2:64][C:61]4[CH:60]=[CH:59][C:58]([S:55]([CH3:54])(=[O:57])=[O:56])=[CH:63][CH:62]=4)=[O:19])[CH:16]=3)[CH:11]=[N:10][CH:9]=2)=[CH:6][CH:7]=1.